From a dataset of Catalyst prediction with 721,799 reactions and 888 catalyst types from USPTO. Predict which catalyst facilitates the given reaction. (1) The catalyst class is: 5. Reactant: FC(F)(F)C([NH:5][CH2:6][C:7]1[CH:12]=[CH:11][C:10]([N:13]2[CH:17]=[C:16]([CH2:18][CH2:19][C:20]3[CH:25]=[CH:24][CH:23]=[CH:22][CH:21]=3)[CH:15]=[N:14]2)=[CH:9][CH:8]=1)=O.[OH-].[Na+]. Product: [CH2:18]([C:16]1[CH:15]=[N:14][N:13]([C:10]2[CH:9]=[CH:8][C:7]([CH2:6][NH2:5])=[CH:12][CH:11]=2)[CH:17]=1)[CH2:19][C:20]1[CH:21]=[CH:22][CH:23]=[CH:24][CH:25]=1. (2) Product: [CH3:17][O:16][C:14](=[O:15])[C:13]1[CH:18]=[CH:19][CH:20]=[CH:21][C:12]=1[S:11][C:2]1[CH:7]=[CH:6][CH:5]=[CH:4][C:3]=1[N+:8]([O-:10])=[O:9]. The catalyst class is: 85. Reactant: F[C:2]1[CH:7]=[CH:6][CH:5]=[CH:4][C:3]=1[N+:8]([O-:10])=[O:9].[SH:11][C:12]1[CH:21]=[CH:20][CH:19]=[CH:18][C:13]=1[C:14]([O:16][CH3:17])=[O:15].C([O-])([O-])=O.[Cs+].[Cs+]. (3) Reactant: CC1C=C(C)C=C(C)C=1S([O-])(=O)=O.[NH2:14][N+:15]1[CH:20]=[C:19]([Br:21])[CH:18]=[C:17]([NH2:22])[CH:16]=1.C(=O)([O-])[O-].[K+].[K+].[C:29]([O:33][CH3:34])(=[O:32])[C:30]#[CH:31].O. Product: [NH2:22][C:17]1[C:16]2[N:15]([N:14]=[CH:31][C:30]=2[C:29]([O:33][CH3:34])=[O:32])[CH:20]=[C:19]([Br:21])[CH:18]=1. The catalyst class is: 3. (4) Reactant: [NH2:1][C:2]1[CH:3]=[C:4]([CH:17]=[CH:18][C:19]=1[Cl:20])[C:5]([O:7]N1C2C=CC=CC=2N=N1)=O.[Cl:21][C:22]1[CH:23]=[C:24]([CH:28]([NH2:30])[CH3:29])[CH:25]=[CH:26][CH:27]=1.C(N(CC)CC)C.CN(C)C=O. Product: [NH2:1][C:2]1[CH:3]=[C:4]([CH:17]=[CH:18][C:19]=1[Cl:20])[C:5]([NH:30][CH:28]([C:24]1[CH:25]=[CH:26][CH:27]=[C:22]([Cl:21])[CH:23]=1)[CH3:29])=[O:7]. The catalyst class is: 4. (5) Reactant: [NH2:1][CH2:2][CH2:3][C:4]1[CH:29]=[CH:28][C:7]([NH:8][CH:9]2[CH2:14][CH2:13][N:12]([C:15]([NH:17][CH2:18][CH2:19][CH2:20][C:21]3[CH:26]=[CH:25][C:24]([CH3:27])=[CH:23][CH:22]=3)=[O:16])[CH2:11][CH2:10]2)=[CH:6][CH:5]=1.C([Si]([O:47][C:48]1[CH:53]=[CH:52][C:51]([O:54][CH2:55][CH:56]2[CH2:58][O:57]2)=[CH:50][CH:49]=1)(C1C=CC=CC=1)C1C=CC=CC=1)(C)(C)C. Product: [C:24]1([CH3:27])[CH:25]=[CH:26][C:21]([CH2:20][CH2:19][CH2:18][NH:17][C:15]([N:12]2[CH2:13][CH2:14][CH:9]([NH:8][C:7]3[CH:28]=[CH:29][C:4]([CH2:3][CH2:2][NH:1][CH2:58][C@H:56]([OH:57])[CH2:55][O:54][C:51]4[CH:52]=[CH:53][C:48]([OH:47])=[CH:49][CH:50]=4)=[CH:5][CH:6]=3)[CH2:10][CH2:11]2)=[O:16])=[CH:22][CH:23]=1. The catalyst class is: 147. (6) The catalyst class is: 35. Reactant: Cl.[C:2]1([N:8]2[CH2:12][CH2:11][C@@H:10]([NH:13][C:14]3[N:19]=[CH:18][C:17](/[CH:20]=[CH:21]/[C:22]([OH:24])=O)=[CH:16][CH:15]=3)[CH2:9]2)[CH:7]=[CH:6][CH:5]=[CH:4][CH:3]=1.[O:25]1[CH2:30][CH2:29][CH2:28][CH2:27][CH:26]1[O:31][NH2:32].ON1C2C=CC=CC=2N=N1.CN(C)CCCN=C=NCC.C([O-])(O)=O.[Na+]. Product: [C:2]1([N:8]2[CH2:12][CH2:11][C@@H:10]([NH:13][C:14]3[N:19]=[CH:18][C:17](/[CH:20]=[CH:21]/[C:22]([NH:32][O:31][CH:26]4[CH2:27][CH2:28][CH2:29][CH2:30][O:25]4)=[O:24])=[CH:16][CH:15]=3)[CH2:9]2)[CH:3]=[CH:4][CH:5]=[CH:6][CH:7]=1.